Dataset: Forward reaction prediction with 1.9M reactions from USPTO patents (1976-2016). Task: Predict the product of the given reaction. (1) The product is: [NH2:10][C:7]1[CH:6]=[CH:5][C:4]([CH2:3][C:2]([NH:14][C:15](=[O:18])[CH2:16][CH3:17])([CH3:13])[CH3:1])=[CH:9][CH:8]=1. Given the reactants [CH3:1][C:2]([NH:14][C:15](=[O:18])[CH2:16][CH3:17])([CH3:13])[CH2:3][C:4]1[CH:9]=[CH:8][C:7]([N+:10]([O-])=O)=[CH:6][CH:5]=1, predict the reaction product. (2) Given the reactants [CH3:1][CH:2]1[CH2:6][CH2:5][CH2:4][N:3]1[CH2:7][CH2:8][O:9][C:10]1[CH:15]=[CH:14][C:13]([C:16]2[O:17][CH:18]=[C:19]([CH2:21][C:22]([OH:24])=O)[N:20]=2)=[CH:12][CH:11]=1.[NH:25]1[CH2:30][CH2:29][CH2:28][CH2:27][CH2:26]1.C(N(CC)CC)C.Cl.CN(C)CCCN=C=NCC.ON1C2C=CC=CC=2N=N1, predict the reaction product. The product is: [CH3:1][CH:2]1[CH2:6][CH2:5][CH2:4][N:3]1[CH2:7][CH2:8][O:9][C:10]1[CH:15]=[CH:14][C:13]([C:16]2[O:17][CH:18]=[C:19]([CH2:21][C:22]([N:25]3[CH2:30][CH2:29][CH2:28][CH2:27][CH2:26]3)=[O:24])[N:20]=2)=[CH:12][CH:11]=1. (3) The product is: [CH3:1][O:2][C:3](=[O:16])[CH2:4][C:5]1[C:9]2[C:10]([CH3:15])=[CH:11][C:12]([O:14][CH2:31][C:30]3[CH:33]=[CH:34][C:35]([Cl:37])=[CH:36][C:29]=3[Cl:28])=[CH:13][C:8]=2[S:7][CH:6]=1. Given the reactants [CH3:1][O:2][C:3](=[O:16])[CH2:4][C:5]1[C:9]2[C:10]([CH3:15])=[CH:11][C:12]([OH:14])=[CH:13][C:8]=2[S:7][CH:6]=1.CN(C=O)C.C([O-])([O-])=O.[K+].[K+].[Cl:28][C:29]1[CH:36]=[C:35]([Cl:37])[CH:34]=[CH:33][C:30]=1[CH2:31]Cl, predict the reaction product. (4) Given the reactants [N+:1]([C:4]1[CH:5]=[CH:6][C:7]([O:21][CH2:22][CH2:23][CH3:24])=[C:8]([C:10]2[NH:15][C:14](=[O:16])[C:13]([CH2:17][CH3:18])=[C:12]([CH2:19][CH3:20])[N:11]=2)[CH:9]=1)([O-])=O, predict the reaction product. The product is: [NH2:1][C:4]1[CH:5]=[CH:6][C:7]([O:21][CH2:22][CH2:23][CH3:24])=[C:8]([C:10]2[NH:15][C:14](=[O:16])[C:13]([CH2:17][CH3:18])=[C:12]([CH2:19][CH3:20])[N:11]=2)[CH:9]=1. (5) Given the reactants [Cl:1][C:2]1[CH:3]=[C:4]2[C:9](=[C:10]([Cl:12])[CH:11]=1)[CH2:8][N:7]([CH3:13])[CH2:6][CH:5]2[C:14]1[CH:19]=[CH:18][C:17]([NH:20][C:21](=[O:33])[NH:22][C@@H:23]([CH2:28][C:29]([O:31]C)=[O:30])[C:24]([O:26]C)=[O:25])=[CH:16][CH:15]=1.[OH-].[Na+], predict the reaction product. The product is: [Cl:1][C:2]1[CH:3]=[C:4]2[C:9](=[C:10]([Cl:12])[CH:11]=1)[CH2:8][N:7]([CH3:13])[CH2:6][CH:5]2[C:14]1[CH:19]=[CH:18][C:17]([NH:20][C:21](=[O:33])[NH:22][C@@H:23]([CH2:28][C:29]([OH:31])=[O:30])[C:24]([OH:26])=[O:25])=[CH:16][CH:15]=1. (6) Given the reactants [NH2:1][CH2:2][CH:3]([OH:5])[CH3:4].[N+:6]([C:9]1[CH:17]=[CH:16][CH:15]=[CH:14][C:10]=1[C:11](Cl)=[O:12])([O-:8])=[O:7], predict the reaction product. The product is: [OH:5][CH:3]([CH3:4])[CH2:2][NH:1][C:11](=[O:12])[C:10]1[CH:14]=[CH:15][CH:16]=[CH:17][C:9]=1[N+:6]([O-:8])=[O:7]. (7) Given the reactants [CH3:1][O:2][C:3](=[O:18])[C@@H:4]([O:15][CH2:16][CH3:17])[CH2:5][C:6]1[C:11]([CH3:12])=[CH:10][C:9]([OH:13])=[CH:8][C:7]=1[CH3:14].Cl[CH2:20][C:21]1[N:22]=[C:23]([C:27]2[CH:32]=[CH:31][C:30]([O:33][CH:34]([CH3:36])[CH3:35])=[CH:29][CH:28]=2)[O:24][C:25]=1[CH3:26].C(=O)([O-])[O-].[Cs+].[Cs+].[I-].[K+], predict the reaction product. The product is: [CH3:1][O:2][C:3](=[O:18])[C@@H:4]([O:15][CH2:16][CH3:17])[CH2:5][C:6]1[C:11]([CH3:12])=[CH:10][C:9]([O:13][CH2:20][C:21]2[N:22]=[C:23]([C:27]3[CH:32]=[CH:31][C:30]([O:33][CH:34]([CH3:36])[CH3:35])=[CH:29][CH:28]=3)[O:24][C:25]=2[CH3:26])=[CH:8][C:7]=1[CH3:14]. (8) Given the reactants [F:1][C:2]1([F:15])[C:11]2[C:6](=[CH:7][CH:8]=[CH:9][C:10]=2[F:12])[CH:5]=[CH:4][C:3]1([F:14])[F:13].C([Li])(CC)C.[B:21](OC)([O:24]C)[O:22]C.Cl, predict the reaction product. The product is: [F:15][C:2]1([F:1])[C:11]2[C:6](=[CH:7][CH:8]=[C:9]([B:21]([OH:24])[OH:22])[C:10]=2[F:12])[CH:5]=[CH:4][C:3]1([F:13])[F:14]. (9) The product is: [O:31]1[CH2:35][CH2:34][C@@H:33]([O:11][CH2:12][CH2:13][O:14][CH:15]2[CH2:16][CH2:17][NH:18][CH2:19][CH2:20]2)[CH2:32]1. Given the reactants CC1C=CC(S([O:11][CH2:12][CH2:13][O:14][CH:15]2[CH2:20][CH2:19][N:18](C(OCC3C=CC=CC=3)=O)[CH2:17][CH2:16]2)(=O)=O)=CC=1.[O:31]1[CH2:35][CH2:34][C@@H:33](O)[CH2:32]1, predict the reaction product. (10) Given the reactants Br[C:2]1[N:7]=[C:6]([C:8]2[NH:17][C:16](=[O:18])[C:15]3[C:10](=[CH:11][C:12]([O:21][CH3:22])=[CH:13][C:14]=3[O:19][CH3:20])[N:9]=2)[CH:5]=[CH:4][C:3]=1[O:23][CH3:24].[Cl:25][C:26]1[CH:31]=[C:30]([C:32](=[O:36])[N:33]([CH3:35])[CH3:34])[CH:29]=[CH:28][C:27]=1B(O)O.C([O-])([O-])=O.[Na+].[Na+], predict the reaction product. The product is: [Cl:25][C:26]1[CH:31]=[C:30]([CH:29]=[CH:28][C:27]=1[C:2]1[C:3]([O:23][CH3:24])=[CH:4][CH:5]=[C:6]([C:8]2[NH:17][C:16](=[O:18])[C:15]3[C:10](=[CH:11][C:12]([O:21][CH3:22])=[CH:13][C:14]=3[O:19][CH3:20])[N:9]=2)[N:7]=1)[C:32]([N:33]([CH3:35])[CH3:34])=[O:36].